Predict which catalyst facilitates the given reaction. From a dataset of Catalyst prediction with 721,799 reactions and 888 catalyst types from USPTO. (1) Reactant: [CH3:1][C:2]([C:21]1[CH:29]=[CH:28][C:27]([F:30])=[CH:26][C:22]=1[C:23]([NH2:25])=[O:24])([CH3:20])[CH2:3][C@:4]([O:12][Si](CC)(CC)CC)([C:8]([F:11])([F:10])[F:9])[CH2:5][C:6]#[CH:7].Cl. Product: [F:30][C:27]1[CH:28]=[CH:29][C:21]([C:2]([CH3:20])([CH3:1])[CH2:3][C@:4]([OH:12])([C:8]([F:10])([F:11])[F:9])[CH2:5][C:6]#[CH:7])=[C:22]([CH:26]=1)[C:23]([NH2:25])=[O:24]. The catalyst class is: 5. (2) Reactant: [CH2:1]([N:4]([CH2:25][CH2:26][CH3:27])[C:5]([C:7]1[CH:8]=[C:9]([CH:22]=[CH:23][CH:24]=1)[C:10]([NH:12][C@@H:13]([CH2:18][CH:19]([CH3:21])[CH3:20])[C:14](OC)=[O:15])=[O:11])=[O:6])[CH2:2][CH3:3]. Product: [CH2:25]([N:4]([CH2:1][CH2:2][CH3:3])[C:5]([C:7]1[CH:8]=[C:9]([CH:22]=[CH:23][CH:24]=1)[C:10]([NH:12][C@@H:13]([CH2:18][CH:19]([CH3:21])[CH3:20])[CH:14]=[O:15])=[O:11])=[O:6])[CH2:26][CH3:27]. The catalyst class is: 11. (3) Reactant: C([O:5][C@@H:6]([C:11]1[C:40]([CH3:41])=[N:39][C:38]2=[CH:42][C:35]3=[N:36][N:37]2[C:12]=1[N:13]1[CH2:47][CH2:46][C:16]([CH3:48])([O:17][CH2:18][CH2:19][CH2:20][CH2:21][C@H:22]([CH3:45])[O:23][C:24]2[CH:25]=[CH:26][C:27]([CH3:44])=[CH:28][C:29]=2[C:30]2[CH:43]=[C:34]3[CH:33]=[CH:32][CH:31]=2)[CH2:15][CH2:14]1)[C:7]([O:9][CH3:10])=[O:8])(C)(C)C.C(O)(C(F)(F)F)=O. Product: [OH:5][C@@H:6]([C:11]1[C:40]([CH3:41])=[N:39][C:38]2=[CH:42][C:35]3=[N:36][N:37]2[C:12]=1[N:13]1[CH2:47][CH2:46][C:16]([CH3:48])([O:17][CH2:18][CH2:19][CH2:20][CH2:21][C@H:22]([CH3:45])[O:23][C:24]2[CH:25]=[CH:26][C:27]([CH3:44])=[CH:28][C:29]=2[C:30]2[CH:43]=[C:34]3[CH:33]=[CH:32][CH:31]=2)[CH2:15][CH2:14]1)[C:7]([O:9][CH3:10])=[O:8]. The catalyst class is: 2. (4) Reactant: [F-].C([N+](CCCC)(CCCC)CCCC)CCC.[CH:19](=[C:26]1/[C:27]2[CH:28]=[C:29]([C:43]([O:45][CH3:46])=[O:44])[N:30](COCC[Si](C)(C)C)[C:31]=2[CH2:32][CH2:33][CH2:34]/1)\[C:20]1[CH:25]=[CH:24][CH:23]=[CH:22][CH:21]=1. Product: [CH:19](=[C:26]1/[C:27]2[CH:28]=[C:29]([C:43]([O:45][CH3:46])=[O:44])[NH:30][C:31]=2[CH2:32][CH2:33][CH2:34]/1)\[C:20]1[CH:21]=[CH:22][CH:23]=[CH:24][CH:25]=1. The catalyst class is: 1. (5) Reactant: [H-].[Na+].[Br:3][C:4]1[CH:5]=[C:6]2[C:10](=[CH:11][CH:12]=1)[NH:9][CH:8]=[C:7]2[C:13]1[CH2:14][CH2:15][N:16]([CH3:19])[CH2:17][CH:18]=1.[C:20]1([S:26](Cl)(=[O:28])=[O:27])[CH:25]=[CH:24][CH:23]=[CH:22][CH:21]=1. Product: [Br:3][C:4]1[CH:5]=[C:6]2[C:10](=[CH:11][CH:12]=1)[N:9]([S:26]([C:20]1[CH:25]=[CH:24][CH:23]=[CH:22][CH:21]=1)(=[O:28])=[O:27])[CH:8]=[C:7]2[C:13]1[CH2:14][CH2:15][N:16]([CH3:19])[CH2:17][CH:18]=1. The catalyst class is: 3.